Dataset: NCI-60 drug combinations with 297,098 pairs across 59 cell lines. Task: Regression. Given two drug SMILES strings and cell line genomic features, predict the synergy score measuring deviation from expected non-interaction effect. Drug 1: CN1CCC(CC1)COC2=C(C=C3C(=C2)N=CN=C3NC4=C(C=C(C=C4)Br)F)OC. Drug 2: CCCCC(=O)OCC(=O)C1(CC(C2=C(C1)C(=C3C(=C2O)C(=O)C4=C(C3=O)C=CC=C4OC)O)OC5CC(C(C(O5)C)O)NC(=O)C(F)(F)F)O. Cell line: RPMI-8226. Synergy scores: CSS=3.06, Synergy_ZIP=4.54, Synergy_Bliss=9.45, Synergy_Loewe=3.04, Synergy_HSA=4.26.